Dataset: Reaction yield outcomes from USPTO patents with 853,638 reactions. Task: Predict the reaction yield, written as a fraction of the theoretical maximum amount of product (1.0 means a 100% yield; for example, 0.34 means a 34% yield). (1) The reactants are Cl.Cl.[Cl:3][C:4]1[C:12]2[NH:11][N:10]=[CH:9][C:8]=2[C:7]2[CH2:13][N:14]([CH2:23][C:24]3[CH:29]=[CH:28][N:27]=[CH:26][CH:25]=3)[C:15](=[O:22])[C@H:16]([CH2:18][C:19](O)=[O:20])[CH2:17][C:6]=2[CH:5]=1.[C:30]1([C:36]2[NH:37][C:38](=[O:47])[N:39]([CH:41]3[CH2:46][CH2:45][NH:44][CH2:43][CH2:42]3)[CH:40]=2)[CH:35]=[CH:34][CH:33]=[CH:32][CH:31]=1.ClC1C2NN=CC=2C2CN(CC(C)(C)C)C(=O)[C@H](CC(=O)N3CCC(N4CC5C(=CC=CC=5)NC4=O)CC3)CC=2C=1. No catalyst specified. The product is [Cl:3][C:4]1[C:12]2[NH:11][N:10]=[CH:9][C:8]=2[C:7]2[CH2:13][N:14]([CH2:23][C:24]3[CH:25]=[CH:26][N:27]=[CH:28][CH:29]=3)[C:15](=[O:22])[C@H:16]([CH2:18][C:19](=[O:20])[N:44]3[CH2:43][CH2:42][CH:41]([N:39]4[CH:40]=[C:36]([C:30]5[CH:31]=[CH:32][CH:33]=[CH:34][CH:35]=5)[NH:37][C:38]4=[O:47])[CH2:46][CH2:45]3)[CH2:17][C:6]=2[CH:5]=1. The yield is 0.300. (2) The reactants are [Br:1][C:2]1[CH:3]=[C:4]2[C:9](=[CH:10][CH:11]=1)[N:8]=[CH:7][CH:6]=[C:5]2[CH3:12].C[Si](C)(C)N[Si](C)(C)C.[K].C[O:24][C:25]([C:27]1[CH:32]=[CH:31][CH:30]=[C:29]([CH3:33])[N:28]=1)=O. The catalyst is C1COCC1. The product is [Br:1][C:2]1[CH:3]=[C:4]2[C:9](=[CH:10][CH:11]=1)[N:8]=[CH:7][CH:6]=[C:5]2[CH2:12][C:25]([C:27]1[CH:32]=[CH:31][CH:30]=[C:29]([CH3:33])[N:28]=1)=[O:24]. The yield is 0.738. (3) The reactants are O=P(Cl)(Cl)Cl.C[N:7]([CH:9]=O)C.[CH3:11][C:12](=O)[C:13]([CH3:16])([CH3:15])[CH3:14].NO.[ClH:20]. No catalyst specified. The product is [Cl:20][C:12]([C:13]([CH3:16])([CH3:15])[CH3:14])=[CH:11][C:9]#[N:7]. The yield is 0.930. (4) The reactants are [Si:1]([O:8][C@@H:9]1[CH2:14][CH2:13][C@H:12](/[C:15](=[C:20](\[CH2:25][C:26]2[CH:31]=[CH:30][C:29]([OH:32])=[CH:28][CH:27]=2)/[C:21]([O:23][CH3:24])=[O:22])/[C:16]([O:18][CH3:19])=[O:17])[CH2:11][CH2:10]1)([C:4]([CH3:7])([CH3:6])[CH3:5])([CH3:3])[CH3:2].C(=O)([O-])[O-].[Cs+].[Cs+].Br[CH2:40][CH2:41][NH:42][C:43](=[O:49])[O:44][C:45]([CH3:48])([CH3:47])[CH3:46]. The catalyst is CN(C=O)C.O. The product is [C:45]([O:44][C:43]([NH:42][CH2:41][CH2:40][O:32][C:29]1[CH:28]=[CH:27][C:26]([CH2:25]/[C:20](=[C:15](\[C@H:12]2[CH2:13][CH2:14][C@@H:9]([O:8][Si:1]([C:4]([CH3:7])([CH3:6])[CH3:5])([CH3:3])[CH3:2])[CH2:10][CH2:11]2)/[C:16]([O:18][CH3:19])=[O:17])/[C:21]([O:23][CH3:24])=[O:22])=[CH:31][CH:30]=1)=[O:49])([CH3:48])([CH3:47])[CH3:46]. The yield is 0.430. (5) The yield is 0.170. The reactants are [H-].[Al+3].[Li+].[H-].[H-].[H-].[Cl-].[Al+3].[Cl-].[Cl-].[CH3:11][O:12][C:13]1[CH:18]=[CH:17][C:16]([N:19]2[CH2:24][CH2:23][N:22]([C:25]3[C:26]([CH3:37])=[C:27]([CH3:36])[C:28]4[O:32][CH2:31][C:30](=O)[C:29]=4[C:34]=3[CH3:35])[CH2:21][CH2:20]2)=[CH:15][CH:14]=1.[OH-].[Na+]. The catalyst is O.C1COCC1. The product is [CH3:11][O:12][C:13]1[CH:14]=[CH:15][C:16]([N:19]2[CH2:24][CH2:23][N:22]([C:25]3[C:26]([CH3:37])=[C:27]([CH3:36])[C:28]4[O:32][CH2:31][CH2:30][C:29]=4[C:34]=3[CH3:35])[CH2:21][CH2:20]2)=[CH:17][CH:18]=1. (6) The reactants are [H-].[Na+].O1CCCC1.[Br:8][C:9]1[S:10][C:11]([C:15]2[NH:16][CH:17]=[CH:18][N:19]=2)=[C:12]([Br:14])[N:13]=1.[CH3:20][Si:21]([CH3:28])([CH3:27])[CH2:22][CH2:23][O:24][CH2:25]Cl. No catalyst specified. The product is [Br:8][C:9]1[S:10][C:11]([C:15]2[N:19]([CH2:25][O:24][CH2:23][CH2:22][Si:21]([CH3:28])([CH3:27])[CH3:20])[CH:18]=[CH:17][N:16]=2)=[C:12]([Br:14])[N:13]=1. The yield is 0.817. (7) The reactants are [F:1][C:2]([F:41])([F:40])[C:3]([C:9]1[CH:10]=[C:11]2[C:15](=[CH:16][CH:17]=1)[N:14]([CH2:18][C:19]1[N:20]=[C:21]([C:25]3[CH:30]=[CH:29][C:28]([O:31]CC4C=CC=CC=4)=[CH:27][CH:26]=3)[O:22][C:23]=1[CH3:24])[C:13]([CH3:39])=[CH:12]2)([OH:8])[C:4]([F:7])([F:6])[F:5]. The catalyst is CO.[Pd]. The product is [CH3:24][C:23]1[O:22][C:21]([C:25]2[CH:26]=[CH:27][C:28]([OH:31])=[CH:29][CH:30]=2)=[N:20][C:19]=1[CH2:18][N:14]1[C:15]2[C:11](=[CH:10][C:9]([C:3]([OH:8])([C:2]([F:41])([F:40])[F:1])[C:4]([F:5])([F:6])[F:7])=[CH:17][CH:16]=2)[CH:12]=[C:13]1[CH3:39]. The yield is 0.870. (8) The product is [CH3:48][P:45]([C:41]1[CH:40]=[C:39]([NH:38][C:36]([NH:35][C:32]2[CH:33]=[CH:34][C:29]([O:28][C:25]3[CH:24]=[CH:23][N:22]=[C:21]4[CH:20]=[C:19]([C:16]5[CH:17]=[CH:18][C:13]([CH2:12][NH:7][CH2:8][CH2:9][O:10][CH3:11])=[CH:14][N:15]=5)[S:27][C:26]=34)=[C:30]([F:49])[CH:31]=2)=[O:37])[CH:44]=[CH:43][CH:42]=1)([CH3:47])=[O:46]. The reactants are C(OC(=O)[N:7]([CH2:12][C:13]1[CH:14]=[N:15][C:16]([C:19]2[S:27][C:26]3[C:21](=[N:22][CH:23]=[CH:24][C:25]=3[O:28][C:29]3[CH:34]=[CH:33][C:32]([NH:35][C:36]([NH:38][C:39]4[CH:44]=[CH:43][CH:42]=[C:41]([P:45]([CH3:48])([CH3:47])=[O:46])[CH:40]=4)=[O:37])=[CH:31][C:30]=3[F:49])[CH:20]=2)=[CH:17][CH:18]=1)[CH2:8][CH2:9][O:10][CH3:11])(C)(C)C.FC(F)(F)C(O)=O. The catalyst is ClCCl. The yield is 0.380. (9) The reactants are [P:1]([Cl:5])(Cl)(Cl)=[S:2].[C:6]1([OH:12])[CH:11]=[CH:10][CH:9]=[CH:8][CH:7]=1.C(N(CC)CC)C.[CH2:20]([O:22][C:23](=[O:27])[C@H:24]([CH3:26])[NH2:25])[CH3:21].Cl. The catalyst is CCOCC.C1COCC1.C(Cl)Cl. The product is [Cl:5][P:1]([NH:25][C@@H:24]([CH3:26])[C:23]([O:22][CH2:20][CH3:21])=[O:27])([O:12][C:6]1[CH:11]=[CH:10][CH:9]=[CH:8][CH:7]=1)=[S:2]. The yield is 0.820.